From a dataset of Full USPTO retrosynthesis dataset with 1.9M reactions from patents (1976-2016). Predict the reactants needed to synthesize the given product. (1) Given the product [C:2]([N:5]([CH2:37][C:38]1[CH:39]=[C:40]([C:48]([F:51])([F:50])[F:49])[CH:41]=[C:42]([C:44]([F:47])([F:45])[F:46])[CH:43]=1)[CH:6]1[CH2:12][CH2:11][CH2:10][N:9]([C:13]([O:15][CH:16]([CH3:18])[CH3:17])=[O:14])[C:8]2[CH:19]=[C:20]([NH2:23])[CH:21]=[CH:22][C:7]1=2)(=[O:4])[CH3:3], predict the reactants needed to synthesize it. The reactants are: Cl.[C:2]([N:5]([CH2:37][C:38]1[CH:43]=[C:42]([C:44]([F:47])([F:46])[F:45])[CH:41]=[C:40]([C:48]([F:51])([F:50])[F:49])[CH:39]=1)[CH:6]1[CH2:12][CH2:11][CH2:10][N:9]([C:13]([O:15][CH:16]([CH3:18])[CH3:17])=[O:14])[C:8]2[CH:19]=[C:20]([N:23]=C(C3C=CC=CC=3)C3C=CC=CC=3)[CH:21]=[CH:22][C:7]1=2)(=[O:4])[CH3:3]. (2) Given the product [O:15]1[C:20]2[CH:21]=[CH:22][C:23]([CH2:25][N:26]([CH:34]3[CH2:39][CH2:38][N:37]([CH2:13][CH2:12][N:3]4[C:4]5[C:9](=[CH:8][CH:7]=[N:6][CH:5]=5)[CH:10]=[CH:11][C:2]4=[O:1])[CH2:36][CH2:35]3)[C:27](=[O:33])[O:28][C:29]([CH3:32])([CH3:30])[CH3:31])=[CH:24][C:19]=2[O:18][CH2:17][CH2:16]1, predict the reactants needed to synthesize it. The reactants are: [O:1]=[C:2]1[CH:11]=[CH:10][C:9]2[C:4](=[CH:5][N:6]=[CH:7][CH:8]=2)[N:3]1[CH2:12][CH:13]=O.[O:15]1[C:20]2[CH:21]=[CH:22][C:23]([CH2:25][N:26]([CH:34]3[CH2:39][CH2:38][NH:37][CH2:36][CH2:35]3)[C:27](=[O:33])[O:28][C:29]([CH3:32])([CH3:31])[CH3:30])=[CH:24][C:19]=2[O:18][CH2:17][CH2:16]1.C(O)(=O)C.C(O[BH-](OC(=O)C)OC(=O)C)(=O)C.[Na+].